This data is from Forward reaction prediction with 1.9M reactions from USPTO patents (1976-2016). The task is: Predict the product of the given reaction. (1) Given the reactants Br[C:2]1[N:10]([CH2:11][CH:12]=[C:13]([CH3:15])[CH3:14])[C:9]2[C:8](=[O:16])[NH:7][C:6](=[O:17])[N:5]([CH3:18])[C:4]=2[N:3]=1.Cl.[NH2:20][CH2:21][C:22]([CH3:25])([SH:24])[CH3:23].C(=O)([O-])[O-].[Cs+].[Cs+], predict the reaction product. The product is: [NH2:20][CH2:21][C:22]([S:24][C:2]1[N:10]([CH2:11][CH:12]=[C:13]([CH3:15])[CH3:14])[C:9]2[C:8](=[O:16])[NH:7][C:6](=[O:17])[N:5]([CH3:18])[C:4]=2[N:3]=1)([CH3:25])[CH3:23]. (2) Given the reactants C([C:3]1[CH:4]=[C:5]([CH:25]=[CH:26][C:27]=1[B:28]1[O:32]C(C)(C)[C:30](C)(C)[O:29]1)[O:6][C:7]1[CH:14]=[C:13]([O:15][CH2:16][CH2:17][O:18][CH:19]2[CH2:24][CH2:23][CH2:22][CH2:21][O:20]2)[C:10]([C:11]#[N:12])=[CH:9][N:8]=1)=O.[BH4-].[Na+].OS([O-])(=O)=O.[Na+], predict the reaction product. The product is: [OH:32][B:28]1[C:27]2[CH:26]=[CH:25][C:5]([O:6][C:7]3[CH:14]=[C:13]([O:15][CH2:16][CH2:17][O:18][CH:19]4[CH2:24][CH2:23][CH2:22][CH2:21][O:20]4)[C:10]([C:11]#[N:12])=[CH:9][N:8]=3)=[CH:4][C:3]=2[CH2:30][O:29]1. (3) Given the reactants [CH2:1]([C:5]1[CH:13]=[CH:12][C:8]([C:9]([OH:11])=O)=[CH:7][CH:6]=1)[CH:2]([CH3:4])[CH3:3].C(Cl)CCl.C1C=C2N=NN(O)C2=CC=1.O.O/[N:30]=[C:31](\[NH2:50])/[C:32]1[CH:37]=[CH:36][C:35]([C@H:38]2[CH2:49][CH2:48][C:40]3([NH:44][C:43](=[O:45])[N:42]([CH3:46])[C:41]3=[O:47])[CH2:39]2)=[CH:34][CH:33]=1, predict the reaction product. The product is: [CH2:1]([C:5]1[CH:6]=[CH:7][C:8]([C:9]2[O:11][N:30]=[C:31]([C:32]3[CH:33]=[CH:34][C:35]([C@H:38]4[CH2:49][CH2:48][C:40]5([NH:44][C:43](=[O:45])[N:42]([CH3:46])[C:41]5=[O:47])[CH2:39]4)=[CH:36][CH:37]=3)[N:50]=2)=[CH:12][CH:13]=1)[CH:2]([CH3:3])[CH3:4]. (4) Given the reactants Br[C:2]1[CH:7]=[CH:6][N:5]=[C:4]([N:8]2[CH:12]=[CH:11][CH:10]=[N:9]2)[CH:3]=1.[C:13](=[O:20])([O:15][C:16]([CH3:19])([CH3:18])[CH3:17])[NH2:14].C(=O)([O-])[O-].[Cs+].[Cs+].CC1(C)C2C(=C(P(C3C=CC=CC=3)C3C=CC=CC=3)C=CC=2)OC2C(P(C3C=CC=CC=3)C3C=CC=CC=3)=CC=CC1=2, predict the reaction product. The product is: [N:8]1([C:4]2[CH:3]=[C:2]([NH:14][C:13](=[O:20])[O:15][C:16]([CH3:19])([CH3:18])[CH3:17])[CH:7]=[CH:6][N:5]=2)[CH:12]=[CH:11][CH:10]=[N:9]1. (5) Given the reactants [NH:1]([C:16]([O:18][C:19]([CH3:22])([CH3:21])[CH3:20])=[O:17])[C@H:2]([C:13]([OH:15])=O)[CH2:3][C:4]1[CH:9]=[CH:8][C:7]([N+:10]([O-:12])=[O:11])=[CH:6][CH:5]=1.C[N:24]1C[CH2:28][O:27][CH2:26][CH2:25]1.ClC(OCC(C)C)=O.COCCN, predict the reaction product. The product is: [C:19]([O:18][C:16](=[O:17])[NH:1][C@H:2]([C:13](=[O:15])[NH:24][CH2:25][CH2:26][O:27][CH3:28])[CH2:3][C:4]1[CH:5]=[CH:6][C:7]([N+:10]([O-:12])=[O:11])=[CH:8][CH:9]=1)([CH3:22])([CH3:21])[CH3:20]. (6) Given the reactants [CH3:1][O:2][C:3]([C@@H:5]1[CH2:18][C@H:17]([NH2:19])[C:16](=[O:20])[C@H:15]2[C@@:6]1([CH3:28])[CH2:7][CH2:8][C@@H:9]1[C@:14]2([CH3:21])[CH2:13][C@@H:12]([C:22]2[CH:26]=[CH:25][O:24][CH:23]=2)[O:11][C:10]1=[O:27])=[O:4].[C:29]1([S:35](Cl)(=[O:37])=[O:36])[CH:34]=[CH:33][CH:32]=[CH:31][CH:30]=1.C(N(CC)CC)C.CO, predict the reaction product. The product is: [CH3:1][O:2][C:3]([C@@H:5]1[CH2:18][C@H:17]([NH:19][S:35]([C:29]2[CH:34]=[CH:33][CH:32]=[CH:31][CH:30]=2)(=[O:37])=[O:36])[C:16](=[O:20])[C@H:15]2[C@@:6]1([CH3:28])[CH2:7][CH2:8][C@@H:9]1[C@:14]2([CH3:21])[CH2:13][C@@H:12]([C:22]2[CH:26]=[CH:25][O:24][CH:23]=2)[O:11][C:10]1=[O:27])=[O:4]. (7) The product is: [F:1][C:2]1[CH:3]=[CH:4][C:5]([C:8]2[N:12]=[C:11]([CH2:13][CH2:14][NH:15][C:28](=[O:29])[CH2:27][CH2:26][CH2:25][C:23]3[S:24][C:20]([C:18](=[O:19])[C:17]([F:31])([F:32])[F:16])=[CH:21][CH:22]=3)[NH:10][N:9]=2)=[CH:6][CH:7]=1. Given the reactants [F:1][C:2]1[CH:7]=[CH:6][C:5]([C:8]2[N:12]=[C:11]([CH2:13][CH2:14][NH2:15])[NH:10][N:9]=2)=[CH:4][CH:3]=1.[F:16][C:17]([F:32])([F:31])[C:18]([C:20]1[S:24][C:23]([CH2:25][CH2:26][CH2:27][C:28](O)=[O:29])=[CH:22][CH:21]=1)=[O:19], predict the reaction product.